This data is from Forward reaction prediction with 1.9M reactions from USPTO patents (1976-2016). The task is: Predict the product of the given reaction. (1) Given the reactants Cl[C:2]1[CH:3]=[C:4]([C:14]([NH:16][CH2:17][C:18]2[C:19](=[O:26])[NH:20][C:21]([CH3:25])=[CH:22][C:23]=2[CH3:24])=[O:15])[C:5]2[CH:10]=[N:9][N:8]([CH:11]([CH3:13])[CH3:12])[C:6]=2[N:7]=1.[NH2:27][C:28]1[CH:33]=[CH:32][C:31](B(O)O)=[CH:30][CH:29]=1.C(=O)(O)[O-].[Na+].C(Cl)Cl.CO, predict the reaction product. The product is: [NH2:27][C:28]1[CH:33]=[CH:32][C:31]([C:2]2[CH:3]=[C:4]([C:14]([NH:16][CH2:17][C:18]3[C:19](=[O:26])[NH:20][C:21]([CH3:25])=[CH:22][C:23]=3[CH3:24])=[O:15])[C:5]3[CH:10]=[N:9][N:8]([CH:11]([CH3:13])[CH3:12])[C:6]=3[N:7]=2)=[CH:30][CH:29]=1. (2) Given the reactants [CH3:1][C:2]1[CH:9]=[CH:8][C:5]([CH:6]=O)=[CH:4][CH:3]=1.C[O:11][C:12]1[CH:17]=CC=C[C:13]=1C=CC(=O)C, predict the reaction product. The product is: [C:2]1([CH3:1])[CH:9]=[CH:8][C:5]([CH:6]=[CH:13][C:12](=[O:11])[CH3:17])=[CH:4][CH:3]=1. (3) Given the reactants [N+:1]([C:4]1[CH:32]=[CH:31][C:7]([CH2:8][N:9]([CH:23]2[CH2:29][CH2:28][CH2:27][CH2:26][NH:25][C:24]2=[O:30])[S:10]([C:13]2[CH:18]=[CH:17][C:16]([C:19]([F:22])([F:21])[F:20])=[CH:15][CH:14]=2)(=[O:12])=[O:11])=[CH:6][CH:5]=1)([O-])=O, predict the reaction product. The product is: [NH2:1][C:4]1[CH:32]=[CH:31][C:7]([CH2:8][N:9]([CH:23]2[CH2:29][CH2:28][CH2:27][CH2:26][NH:25][C:24]2=[O:30])[S:10]([C:13]2[CH:14]=[CH:15][C:16]([C:19]([F:22])([F:20])[F:21])=[CH:17][CH:18]=2)(=[O:12])=[O:11])=[CH:6][CH:5]=1.